Task: Predict which catalyst facilitates the given reaction.. Dataset: Catalyst prediction with 721,799 reactions and 888 catalyst types from USPTO (1) Reactant: [N:1]([C:4]1[CH:9]=[C:8]([NH:10][C:11](=[O:21])[C:12]2[C:17]([Cl:18])=[CH:16][C:15]([Cl:19])=[CH:14][C:13]=2[Cl:20])[CH:7]=[CH:6][N:5]=1)=[N+]=[N-]. Product: [NH2:1][C:4]1[CH:9]=[C:8]([NH:10][C:11](=[O:21])[C:12]2[C:13]([Cl:20])=[CH:14][C:15]([Cl:19])=[CH:16][C:17]=2[Cl:18])[CH:7]=[CH:6][N:5]=1. The catalyst class is: 8. (2) Reactant: [H-].[Na+].[I:3][C:4]1[C:8]2=[N:9][CH:10]=[CH:11][CH:12]=[C:7]2[NH:6][N:5]=1.[Cl:13][C:14]1[CH:22]=[CH:21][CH:20]=[C:19]([C:23]([F:26])([F:25])[F:24])[C:15]=1[C:16](Cl)=[O:17]. Product: [Cl:13][C:14]1[CH:22]=[CH:21][CH:20]=[C:19]([C:23]([F:25])([F:26])[F:24])[C:15]=1[C:16]([N:6]1[C:7]2[C:8](=[N:9][CH:10]=[CH:11][CH:12]=2)[C:4]([I:3])=[N:5]1)=[O:17]. The catalyst class is: 1. (3) Reactant: [CH3:1][O:2][C:3]1[CH:4]=[C:5]([CH:15]([OH:18])[CH2:16][CH3:17])[CH:6]=[CH:7][C:8]=1[C:9]1[CH:14]=[CH:13][CH:12]=[CH:11][N:10]=1.CS(C)=O.CCN(CC)CC. Product: [CH3:1][O:2][C:3]1[CH:4]=[C:5]([C:15](=[O:18])[CH2:16][CH3:17])[CH:6]=[CH:7][C:8]=1[C:9]1[CH:14]=[CH:13][CH:12]=[CH:11][N:10]=1. The catalyst class is: 34. (4) Reactant: [C:1]([C:3]1[CH:8]=[CH:7][C:6]([N:9]2[C:13](=[O:14])[C:12]([CH3:16])([CH3:15])[N:11]([C:17]3[CH:32]=[CH:31][C:20]([O:21][CH2:22][C:23]4([C:26]([O:28]CC)=[O:27])[CH2:25][CH2:24]4)=[C:19]([F:33])[CH:18]=3)[C:10]2=[S:34])=[CH:5][C:4]=1[C:35]([F:38])([F:37])[F:36])#[N:2].[OH-].[Na+]. Product: [C:1]([C:3]1[CH:8]=[CH:7][C:6]([N:9]2[C:13](=[O:14])[C:12]([CH3:16])([CH3:15])[N:11]([C:17]3[CH:32]=[CH:31][C:20]([O:21][CH2:22][C:23]4([C:26]([OH:28])=[O:27])[CH2:25][CH2:24]4)=[C:19]([F:33])[CH:18]=3)[C:10]2=[S:34])=[CH:5][C:4]=1[C:35]([F:36])([F:37])[F:38])#[N:2]. The catalyst class is: 83. (5) Reactant: F[C:2]1[CH:3]=[N:4][CH:5]=[CH:6][C:7]=1[C:8]1[CH:15]=[CH:14][C:11]([C:12]#[N:13])=[CH:10][CH:9]=1.[S-2:16].[Na+].[Na+].Cl. Product: [SH:16][C:2]1[CH:3]=[N:4][CH:5]=[CH:6][C:7]=1[C:8]1[CH:15]=[CH:14][C:11]([C:12]#[N:13])=[CH:10][CH:9]=1. The catalyst class is: 3. (6) Reactant: [CH2:1]([OH:5])[CH2:2][CH2:3][OH:4].[CH2:6]([CH:9]1[O:14][CH2:13][CH2:12][CH2:11][O:10]1)[CH2:7][CH3:8]. Product: [CH2:6]([CH:9]1[O:14][CH2:13][CH2:12][CH2:11][O:10]1)[CH2:7][CH3:8].[CH2:9]([O:4][CH2:3][CH2:2][CH2:1][O:5][CH2:9][CH2:6][CH2:7][CH3:8])[CH2:6][CH2:7][CH3:8].[CH2:1]([OH:5])[CH2:2][CH2:3][OH:4]. The catalyst class is: 45.